Dataset: TCR-epitope binding with 47,182 pairs between 192 epitopes and 23,139 TCRs. Task: Binary Classification. Given a T-cell receptor sequence (or CDR3 region) and an epitope sequence, predict whether binding occurs between them. (1) The epitope is YYRRATRRIR. The TCR CDR3 sequence is CASSLVEAEIFYEQYF. Result: 1 (the TCR binds to the epitope). (2) The epitope is AVFDRKSDAK. The TCR CDR3 sequence is CASRPNRDSNYGYTF. Result: 0 (the TCR does not bind to the epitope). (3) The epitope is LLSAGIFGA. The TCR CDR3 sequence is CASSHGSSSYNSPLHF. Result: 1 (the TCR binds to the epitope). (4) The epitope is SEVGPEHSLAEY. The TCR CDR3 sequence is CASSQNPPGAAYEQYF. Result: 1 (the TCR binds to the epitope). (5) The epitope is HSKKKCDEL. The TCR CDR3 sequence is CAISSGTKSTEAFF. Result: 1 (the TCR binds to the epitope). (6) The epitope is KLSALGINAV. Result: 0 (the TCR does not bind to the epitope). The TCR CDR3 sequence is CASSQGGLEAFF. (7) The epitope is RAKFKQLL. The TCR CDR3 sequence is CASSWVNTEAFF. Result: 0 (the TCR does not bind to the epitope).